From a dataset of Peptide-MHC class I binding affinity with 185,985 pairs from IEDB/IMGT. Regression. Given a peptide amino acid sequence and an MHC pseudo amino acid sequence, predict their binding affinity value. This is MHC class I binding data. (1) The peptide sequence is VSILASSLLR. The MHC is HLA-A11:01 with pseudo-sequence HLA-A11:01. The binding affinity (normalized) is 0.423. (2) The peptide sequence is SFNMLKRAR. The MHC is HLA-A33:01 with pseudo-sequence HLA-A33:01. The binding affinity (normalized) is 0.786. (3) The peptide sequence is TGIVSSMHY. The MHC is HLA-B46:01 with pseudo-sequence HLA-B46:01. The binding affinity (normalized) is 0.0847. (4) The peptide sequence is CGRSCTSSL. The MHC is HLA-B35:01 with pseudo-sequence HLA-B35:01. The binding affinity (normalized) is 0.290. (5) The peptide sequence is SLIYYQNEV. The MHC is HLA-A33:01 with pseudo-sequence HLA-A33:01. The binding affinity (normalized) is 0.